Dataset: Reaction yield outcomes from USPTO patents with 853,638 reactions. Task: Predict the reaction yield, written as a fraction of the theoretical maximum amount of product (1.0 means a 100% yield; for example, 0.34 means a 34% yield). (1) The reactants are [NH:1]1[C:9]2[C:4](=[CH:5][CH:6]=[CH:7][N:8]=2)[CH:3]=[CH:2]1.[NH:10]1[CH2:15][CH2:14][C:13](=O)[CH2:12][CH2:11]1.[OH-].[K+]. The catalyst is CO. The product is [NH:10]1[CH2:11][CH:12]=[C:13]([C:3]2[C:4]3[C:9](=[N:8][CH:7]=[CH:6][CH:5]=3)[NH:1][CH:2]=2)[CH2:14][CH2:15]1. The yield is 0.750. (2) The reactants are C(N(C(C)C)CC)(C)C.Cl.[CH3:11][N:12]1[CH2:17][CH2:16][NH:15][CH2:14][C:13]1=[O:18].ClCCl.Cl[C:23]1[O:24][C:25]2[C:26](=[C:28]([C:40]#[N:41])[C:29]([CH3:39])=[C:30]([C:33]3[CH:38]=[CH:37][CH:36]=[CH:35][CH:34]=3)[C:31]=2[F:32])[N:27]=1. The catalyst is C(Cl)(Cl)Cl. The product is [F:32][C:31]1[C:30]([C:33]2[CH:38]=[CH:37][CH:36]=[CH:35][CH:34]=2)=[C:29]([CH3:39])[C:28]([C:40]#[N:41])=[C:26]2[C:25]=1[O:24][C:23]([N:15]1[CH2:16][CH2:17][N:12]([CH3:11])[C:13](=[O:18])[CH2:14]1)=[N:27]2. The yield is 0.999.